Dataset: Forward reaction prediction with 1.9M reactions from USPTO patents (1976-2016). Task: Predict the product of the given reaction. (1) Given the reactants [Cl:1][C:2]1[CH:3]=[C:4]([N+:11]([O-:13])=[O:12])[CH:5]=[CH:6][C:7]=1[C:8](=[O:10])[CH3:9].C1C(=O)N([Br:21])C(=O)C1, predict the reaction product. The product is: [Cl:1][C:2]1[CH:3]=[C:4]([N+:11]([O-:13])=[O:12])[CH:5]=[CH:6][C:7]=1[C:8](=[O:10])[CH2:9][Br:21]. (2) Given the reactants Br[C:2]1[CH:11]=[CH:10][C:5]([C:6]([O:8][CH3:9])=[O:7])=[C:4]([Cl:12])[CH:3]=1.[CH3:13][N:14](C=O)C, predict the reaction product. The product is: [Cl:12][C:4]1[CH:3]=[C:2]([C:13]#[N:14])[CH:11]=[CH:10][C:5]=1[C:6]([O:8][CH3:9])=[O:7]. (3) Given the reactants [CH3:1][C:2]1[CH:3]=[C:4]([N:9]2[C:13](=[O:14])[C:12](=[N:15][NH:16][C:17]3[C:18]([O:32]C)=[C:19]([C:23]4[CH:28]=[CH:27][CH:26]=[C:25]([C:29]([OH:31])=[O:30])[CH:24]=4)[CH:20]=[CH:21][CH:22]=3)[C:11]([CH3:34])=[N:10]2)[CH:5]=[CH:6][C:7]=1[CH3:8].C(O)(=O)C, predict the reaction product. The product is: [CH3:1][C:2]1[CH:3]=[C:4]([N:9]2[C:13](=[O:14])[C:12](=[N:15][NH:16][C:17]3[C:18]([OH:32])=[C:19]([C:23]4[CH:28]=[CH:27][CH:26]=[C:25]([C:29]([OH:31])=[O:30])[CH:24]=4)[CH:20]=[CH:21][CH:22]=3)[C:11]([CH3:34])=[N:10]2)[CH:5]=[CH:6][C:7]=1[CH3:8]. (4) Given the reactants [CH3:1][S:2][C:3]1[O:7][C:6]([CH:8]=[N:9]O)=[CH:5][CH:4]=1, predict the reaction product. The product is: [CH3:1][S:2][C:3]1[O:7][C:6]([CH2:8][NH2:9])=[CH:5][CH:4]=1. (5) Given the reactants [OH:1][C:2]([CH2:4][CH2:5][CH2:6][CH2:7][CH2:8][CH2:9][CH2:10][CH2:11][CH3:12])=[O:3].[OH-].[Na+:14], predict the reaction product. The product is: [O-:3][C:2]([CH2:4][CH2:5][CH2:6][CH2:7][CH2:8][CH2:9][CH2:10][CH2:11][CH3:12])=[O:1].[Na+:14]. (6) Given the reactants [CH3:1][O:2][C:3]([C:5]1[CH:15]=[C:14]([O:16][CH:17]2[CH2:20][N:19](C(C3C=CC=CC=3)C3C=CC=CC=3)[CH2:18]2)[C:8]2[CH2:9][C:10]([CH3:13])([CH3:12])[O:11][C:7]=2[CH:6]=1)=[O:4].CCOC(C)=O, predict the reaction product. The product is: [CH3:1][O:2][C:3]([C:5]1[CH:15]=[C:14]([O:16][CH:17]2[CH2:18][NH:19][CH2:20]2)[C:8]2[CH2:9][C:10]([CH3:13])([CH3:12])[O:11][C:7]=2[CH:6]=1)=[O:4]. (7) Given the reactants [NH2:1][CH2:2][C@@H:3]1[C@H:8]([CH3:9])[CH2:7][CH2:6][CH2:5][N:4]1[C:10]([C:12]1[CH:17]=[C:16]([CH3:18])[CH:15]=[CH:14][C:13]=1[C:19]1[N:20]=[N:21][CH:22]=[CH:23][CH:24]=1)=[O:11].Cl[C:26]1[N:31]=[CH:30][C:29]([C:32]([F:35])([F:34])[F:33])=[CH:28][N:27]=1, predict the reaction product. The product is: [CH3:9][C@@H:8]1[CH2:7][CH2:6][CH2:5][N:4]([C:10]([C:12]2[CH:17]=[C:16]([CH3:18])[CH:15]=[CH:14][C:13]=2[C:19]2[N:20]=[N:21][CH:22]=[CH:23][CH:24]=2)=[O:11])[C@@H:3]1[CH2:2][NH:1][C:26]1[N:31]=[CH:30][C:29]([C:32]([F:35])([F:34])[F:33])=[CH:28][N:27]=1.